From a dataset of Retrosynthesis with 50K atom-mapped reactions and 10 reaction types from USPTO. Predict the reactants needed to synthesize the given product. (1) Given the product CC(C)(C)OC(=O)N1CCC(COc2ccc(OCc3ccccc3)cc2)CC1, predict the reactants needed to synthesize it. The reactants are: CC(C)(C)OC(=O)N1CCC(CO)CC1.Oc1ccc(OCc2ccccc2)cc1. (2) Given the product CC(C)(C)OC(=O)CNC(=O)C1=C(O)c2cccc(Cl)c2C(C)(C)C1=O, predict the reactants needed to synthesize it. The reactants are: CC(C)(C)OC(=O)CN.CCOC(=O)C1=C(O)c2cccc(Cl)c2C(C)(C)C1=O.